This data is from NCI-60 drug combinations with 297,098 pairs across 59 cell lines. The task is: Regression. Given two drug SMILES strings and cell line genomic features, predict the synergy score measuring deviation from expected non-interaction effect. (1) Drug 1: CC1=C(C=C(C=C1)NC(=O)C2=CC=C(C=C2)CN3CCN(CC3)C)NC4=NC=CC(=N4)C5=CN=CC=C5. Drug 2: C#CCC(CC1=CN=C2C(=N1)C(=NC(=N2)N)N)C3=CC=C(C=C3)C(=O)NC(CCC(=O)O)C(=O)O. Cell line: OVCAR-5. Synergy scores: CSS=46.8, Synergy_ZIP=1.71, Synergy_Bliss=-0.453, Synergy_Loewe=-10.3, Synergy_HSA=-0.776. (2) Drug 1: CC1CCC2CC(C(=CC=CC=CC(CC(C(=O)C(C(C(=CC(C(=O)CC(OC(=O)C3CCCCN3C(=O)C(=O)C1(O2)O)C(C)CC4CCC(C(C4)OC)O)C)C)O)OC)C)C)C)OC. Drug 2: CC(C)NC(=O)C1=CC=C(C=C1)CNNC.Cl. Cell line: HOP-62. Synergy scores: CSS=7.17, Synergy_ZIP=-1.09, Synergy_Bliss=-2.39, Synergy_Loewe=-22.0, Synergy_HSA=-3.21. (3) Drug 1: CN1CCC(CC1)COC2=C(C=C3C(=C2)N=CN=C3NC4=C(C=C(C=C4)Br)F)OC. Drug 2: B(C(CC(C)C)NC(=O)C(CC1=CC=CC=C1)NC(=O)C2=NC=CN=C2)(O)O. Cell line: SW-620. Synergy scores: CSS=12.3, Synergy_ZIP=-3.86, Synergy_Bliss=-2.59, Synergy_Loewe=-8.05, Synergy_HSA=-2.35. (4) Drug 1: C1CCC(C1)C(CC#N)N2C=C(C=N2)C3=C4C=CNC4=NC=N3. Drug 2: CC1=C(C=C(C=C1)NC2=NC=CC(=N2)N(C)C3=CC4=NN(C(=C4C=C3)C)C)S(=O)(=O)N.Cl. Cell line: OVCAR-5. Synergy scores: CSS=7.06, Synergy_ZIP=2.89, Synergy_Bliss=9.91, Synergy_Loewe=5.03, Synergy_HSA=4.99. (5) Drug 1: C(CC(=O)O)C(=O)CN.Cl. Drug 2: COC1=C2C(=CC3=C1OC=C3)C=CC(=O)O2. Cell line: SK-MEL-5. Synergy scores: CSS=13.6, Synergy_ZIP=-0.162, Synergy_Bliss=2.73, Synergy_Loewe=4.34, Synergy_HSA=4.14.